Task: Predict the product of the given reaction.. Dataset: Forward reaction prediction with 1.9M reactions from USPTO patents (1976-2016) (1) The product is: [CH3:22][S:23][C:2]1[N:11]=[C:10]2[C:5]([CH:6]=[C:7]([C:16]([O:18][CH2:19][CH3:20])=[O:17])[C:8]([C:12]([F:15])([F:14])[F:13])=[N:9]2)=[CH:4][CH:3]=1. Given the reactants Cl[C:2]1[N:11]=[C:10]2[C:5]([CH:6]=[C:7]([C:16]([O:18][CH2:19][CH3:20])=[O:17])[C:8]([C:12]([F:15])([F:14])[F:13])=[N:9]2)=[CH:4][C:3]=1F.[CH3:22][S-:23].[Na+], predict the reaction product. (2) Given the reactants [CH3:1][O:2][C:3]1[CH:4]=[C:5]2[C:10](=[C:11]([NH2:13])[CH:12]=1)[N:9]=[CH:8][CH:7]=[CH:6]2.[N+:14]([C:17]1[CH:22]=[C:21]([CH3:23])[CH:20]=[CH:19][C:18]=1[S:24](Cl)(=[O:26])=[O:25])([O-:16])=[O:15], predict the reaction product. The product is: [CH3:1][O:2][C:3]1[CH:4]=[C:5]2[C:10](=[C:11]([NH:13][S:24]([C:18]3[CH:19]=[CH:20][C:21]([CH3:23])=[CH:22][C:17]=3[N+:14]([O-:16])=[O:15])(=[O:25])=[O:26])[CH:12]=1)[N:9]=[CH:8][CH:7]=[CH:6]2. (3) Given the reactants [CH3:1][C:2]1[CH:3]=[C:4]([NH2:11])[CH:5]=[CH:6][C:7]=1[N+:8]([O-:10])=[O:9].C(O[CH:15]=[C:16]([C:22]#[N:23])[C:17]([O:19][CH2:20][CH3:21])=[O:18])C.CN(C=O)C.C([O-])([O-])=O.[Cs+].[Cs+], predict the reaction product. The product is: [CH2:20]([O:19][C:17](=[O:18])[C:16]([C:22]#[N:23])=[CH:15][NH:11][C:4]1[CH:5]=[CH:6][C:7]([N+:8]([O-:10])=[O:9])=[C:2]([CH3:1])[CH:3]=1)[CH3:21]. (4) Given the reactants [CH3:1][C:2]1[C:6]([CH2:7][NH:8][C:9]2[CH:14]=[CH:13][C:12]([CH2:15][C:16]([NH:18][CH:19]([C:27]3[CH:32]=[CH:31][CH:30]=[CH:29][CH:28]=3)[C:20]3[CH:25]=[CH:24][C:23]([CH3:26])=[CH:22][CH:21]=3)=[O:17])=[CH:11][CH:10]=2)=[C:5]([CH3:33])[O:4][N:3]=1.Br[CH2:35][C:36]([O:38][CH3:39])=[O:37].C(=O)([O-])[O-].[Cs+].[Cs+], predict the reaction product. The product is: [CH3:1][C:2]1[C:6]([CH2:7][N:8]([C:9]2[CH:10]=[CH:11][C:12]([CH2:15][C:16](=[O:17])[NH:18][CH:19]([C:27]3[CH:32]=[CH:31][CH:30]=[CH:29][CH:28]=3)[C:20]3[CH:21]=[CH:22][C:23]([CH3:26])=[CH:24][CH:25]=3)=[CH:13][CH:14]=2)[CH2:35][C:36]([O:38][CH3:39])=[O:37])=[C:5]([CH3:33])[O:4][N:3]=1. (5) Given the reactants C[O:2][C:3]1[CH:4]=[CH:5][C:6]([O:9][C:10]2[CH:20]=[CH:19][C:13]([C:14]([O:16][CH2:17][CH3:18])=[O:15])=[CH:12][CH:11]=2)=[N:7][CH:8]=1.B(Br)(Br)Br.C(=O)(O)[O-].[Na+], predict the reaction product. The product is: [OH:2][C:3]1[CH:4]=[CH:5][C:6]([O:9][C:10]2[CH:20]=[CH:19][C:13]([C:14]([O:16][CH2:17][CH3:18])=[O:15])=[CH:12][CH:11]=2)=[N:7][CH:8]=1. (6) Given the reactants [CH3:1][CH:2]([CH3:11])[C:3](=[O:10])[CH2:4][C:5]([O:7][CH2:8][CH3:9])=[O:6].[C:12](=O)([O-])[O-].[K+].[K+].CI, predict the reaction product. The product is: [CH3:12][CH:4]([C:3](=[O:10])[CH:2]([CH3:1])[CH3:11])[C:5]([O:7][CH2:8][CH3:9])=[O:6]. (7) Given the reactants [CH3:1][O:2][C@:3]1([C@@H:22]2[CH2:26][S:25][C:24](=[O:27])[N:23]2[CH2:28][C:29]2[CH:34]=[CH:33][C:32]([O:35][CH3:36])=[CH:31][CH:30]=2)[CH2:19][C@H:18]2[CH2:20][C@@H:5]([CH2:6][CH2:7][CH2:8][CH:9]=[CH:10][CH2:11][CH2:12][CH2:13][CH2:14][CH2:15][C:16](=[O:21])[O:17]2)[O:4]1.CO[C@]1([C@@H]2CSC(=O)N2CC2C=CC(OC)=CC=2)C[C@H]2C[C@@H](CCCC=CCCC(C)=CC(=O)O2)O1, predict the reaction product. The product is: [CH3:1][O:2][C@:3]1([C@@H:22]2[CH2:26][S:25][C:24](=[O:27])[N:23]2[CH2:28][C:29]2[CH:30]=[CH:31][C:32]([O:35][CH3:36])=[CH:33][CH:34]=2)[CH2:19][C@H:18]2[CH2:20][C@@H:5]([CH2:6][CH2:7][CH2:8][CH2:9][CH2:10][CH2:11][CH2:12][CH2:13][CH2:14][CH2:15][C:16](=[O:21])[O:17]2)[O:4]1.